Dataset: Reaction yield outcomes from USPTO patents with 853,638 reactions. Task: Predict the reaction yield, written as a fraction of the theoretical maximum amount of product (1.0 means a 100% yield; for example, 0.34 means a 34% yield). (1) No catalyst specified. The product is [CH2:1]([N:8]1[CH2:13][CH2:12][N:11]([CH2:14][C:15]2[CH:20]=[CH:19][CH:18]=[CH:17][CH:16]=2)[CH2:10][C@@H:9]1[CH2:21][CH2:22][C:33]1[CH:38]=[CH:37][C:36]([C:39]([F:42])([F:41])[F:40])=[CH:35][CH:34]=1)[C:2]1[CH:3]=[CH:4][CH:5]=[CH:6][CH:7]=1. The reactants are [CH2:1]([N:8]1[CH2:13][CH2:12][N:11]([CH2:14][C:15]2[CH:20]=[CH:19][CH:18]=[CH:17][CH:16]=2)[CH2:10][C@@H:9]1[CH:21]=[CH2:22])[C:2]1[CH:7]=[CH:6][CH:5]=[CH:4][CH:3]=1.C12BC(CCC1)CCC2.I[C:33]1[CH:38]=[CH:37][C:36]([C:39]([F:42])([F:41])[F:40])=[CH:35][CH:34]=1.C1(P(C2C=CC=CC=2)C2C=CC=CC=2)C=CC=CC=1.[OH-].[Na+]. The yield is 0.370. (2) The reactants are [F:1][C:2]1[CH:3]=[C:4]([C:9]2[N:14]=[CH:13][CH:12]=[CH:11][N:10]=2)[CH:5]=[C:6]([F:8])[CH:7]=1.[N+:15]([O-])([OH:17])=[O:16]. The catalyst is OS(O)(=O)=O.O. The product is [F:1][C:2]1[C:3]([N+:15]([O-:17])=[O:16])=[C:4]([C:9]2[N:10]=[CH:11][CH:12]=[CH:13][N:14]=2)[CH:5]=[C:6]([F:8])[CH:7]=1. The yield is 1.00. (3) The reactants are CC(C[AlH]CC(C)C)C.[CH3:10][O:11][C:12]1[C:16]([C:17](OCC)=[O:18])=[CH:15][N:14]([C:22]2[CH:23]=[N:24][C:25]([C:28]([F:31])([F:30])[F:29])=[N:26][CH:27]=2)[N:13]=1. The catalyst is ClCCl. The product is [CH3:10][O:11][C:12]1[C:16]([CH2:17][OH:18])=[CH:15][N:14]([C:22]2[CH:27]=[N:26][C:25]([C:28]([F:31])([F:29])[F:30])=[N:24][CH:23]=2)[N:13]=1. The yield is 0.580. (4) The reactants are C1CCN2C(=NCCC2)CC1.O[CH:13]([C:15]1[S:16][C:17]([CH3:20])=[CH:18][CH:19]=1)[CH3:14].C1(P([N:35]=[N+:36]=[N-:37])(C2C=CC=CC=2)=O)C=CC=CC=1. The catalyst is C1(C)C=CC=CC=1.CCOC(C)=O. The product is [N:35]([CH:13]([C:15]1[S:16][C:17]([CH3:20])=[CH:18][CH:19]=1)[CH3:14])=[N+:36]=[N-:37]. The yield is 0.780. (5) The reactants are [Cl:1][C:2]1[CH:7]=[CH:6][C:5]([S:8]([CH2:11][C:12]2[CH:13]=[C:14]([CH:18]=[CH:19][CH:20]=2)[C:15](O)=[O:16])(=[O:10])=[O:9])=[C:4]([NH:21][S:22]([C:25]2[CH:30]=[CH:29][C:28]([Cl:31])=[C:27]([C:32]([F:35])([F:34])[F:33])[CH:26]=2)(=[O:24])=[O:23])[CH:3]=1.[N:36]1([CH2:41][CH2:42][NH2:43])[CH2:40][CH2:39][CH2:38][CH2:37]1.C(Cl)CCl. The catalyst is CN(C1C=CN=CC=1)C.CN(C=O)C. The product is [Cl:1][C:2]1[CH:7]=[CH:6][C:5]([S:8]([CH2:11][C:12]2[CH:13]=[C:14]([CH:18]=[CH:19][CH:20]=2)[C:15]([NH:43][CH2:42][CH2:41][N:36]2[CH2:40][CH2:39][CH2:38][CH2:37]2)=[O:16])(=[O:10])=[O:9])=[C:4]([NH:21][S:22]([C:25]2[CH:30]=[CH:29][C:28]([Cl:31])=[C:27]([C:32]([F:35])([F:33])[F:34])[CH:26]=2)(=[O:23])=[O:24])[CH:3]=1. The yield is 0.490. (6) The product is [Br:1][C:2]1[CH:3]=[N:19][C:18]([C@@H:17]([OH:16])[CH3:22])=[N:20][CH:5]=1. The catalyst is C(O)C. The yield is 0.160. The reactants are [Br:1]/[C:2](=[CH:5]\N(C)C)/[CH:3]=O.C(=O)([O-])[O-].[K+].[K+].Cl.[OH:16][C:17]([CH3:22])(C)[C:18]([NH2:20])=[NH:19]. (7) The reactants are [C:1]([C:5]1[CH:10]=[C:9]([C:11]2[CH:16]=[CH:15][CH:14]=[CH:13][C:12]=2[O:17][CH2:18][CH3:19])[C:8]([N+:20]([O-])=O)=[CH:7][C:6]=1[OH:23])([CH3:4])([CH3:3])[CH3:2]. The catalyst is CO.[Ni]. The product is [C:1]([C:5]1[CH:10]=[C:9]([C:11]2[CH:16]=[CH:15][CH:14]=[CH:13][C:12]=2[O:17][CH2:18][CH3:19])[C:8]([NH2:20])=[CH:7][C:6]=1[OH:23])([CH3:3])([CH3:2])[CH3:4]. The yield is 0.920. (8) The reactants are Cl.[NH2:2][CH:3]1[CH2:8][CH2:7][N:6]([CH2:9][CH2:10][C:11]2[C:12]([O:23][CH3:24])=[CH:13][CH:14]=[C:15]3[C:20]=2[N:19]([CH3:21])[C:18](=[O:22])[CH:17]=[CH:16]3)[CH2:5][CH2:4]1.[O:25]=[C:26]1[CH2:31][S:30][C:29]2[CH:32]=[CH:33][C:34]([CH:36]=O)=[N:35][C:28]=2[NH:27]1.C(=O)(O)[O-].[Na+].S([O-])([O-])(=O)=O.[Na+].[Na+].C(O[BH-](OC(=O)C)OC(=O)C)(=O)C.[Na+]. The catalyst is ClCCl.CO. The product is [CH3:21][N:19]1[C:20]2[C:15](=[CH:14][CH:13]=[C:12]([O:23][CH3:24])[C:11]=2[CH2:10][CH2:9][N:6]2[CH2:7][CH2:8][CH:3]([NH:2][CH2:36][C:34]3[CH:33]=[CH:32][C:29]4[S:30][CH2:31][C:26](=[O:25])[NH:27][C:28]=4[N:35]=3)[CH2:4][CH2:5]2)[CH:16]=[CH:17][C:18]1=[O:22]. The yield is 0.430. (9) The reactants are Cl[C:2]1[N:7]2[N:8]=[C:9]([CH3:11])[CH:10]=[C:6]2[N:5]=[C:4]([NH:12][C:13](=[O:24])[C:14]2[CH:19]=[CH:18][C:17]([C:20]([OH:23])([CH3:22])[CH3:21])=[CH:16][CH:15]=2)[CH:3]=1.[NH:25]1[CH2:30][CH2:29][CH:28]([CH2:31][OH:32])[CH2:27][CH2:26]1. The catalyst is CN(C=O)C.CS(C)=O.CO. The product is [OH:32][CH2:31][CH:28]1[CH2:29][CH2:30][N:25]([C:2]2[N:7]3[N:8]=[C:9]([CH3:11])[CH:10]=[C:6]3[N:5]=[C:4]([NH:12][C:13](=[O:24])[C:14]3[CH:19]=[CH:18][C:17]([C:20]([OH:23])([CH3:22])[CH3:21])=[CH:16][CH:15]=3)[CH:3]=2)[CH2:26][CH2:27]1. The yield is 0.620.